This data is from Forward reaction prediction with 1.9M reactions from USPTO patents (1976-2016). The task is: Predict the product of the given reaction. (1) Given the reactants CN(C=O)C.[Br:6][C:7]1[N:12]=[CH:11][C:10]([CH2:13][OH:14])=[CH:9][CH:8]=1.N1C=CN=C1.[Si:20](Cl)([C:23]([CH3:26])([CH3:25])[CH3:24])([CH3:22])[CH3:21], predict the reaction product. The product is: [Br:6][C:7]1[CH:8]=[CH:9][C:10]([CH2:13][O:14][Si:20]([C:23]([CH3:26])([CH3:25])[CH3:24])([CH3:22])[CH3:21])=[CH:11][N:12]=1. (2) The product is: [I:9][C:10]1[CH:11]=[C:12]([CH:17]=[CH:18][C:19]=1[NH:20][C:6]1[CH2:5][CH2:4][C:3](=[O:8])[C:2]=1[CH3:1])[C:13]([O:15][CH3:16])=[O:14].[CH3:12][CH2:13][O:14][C:6]([CH3:2])=[O:7]. Given the reactants [CH3:1][CH:2]1[C:6](=[O:7])[CH2:5][CH2:4][C:3]1=[O:8].[I:9][C:10]1[CH:11]=[C:12]([CH:17]=[CH:18][C:19]=1[NH2:20])[C:13]([O:15][CH3:16])=[O:14], predict the reaction product. (3) Given the reactants [O:1]=[C:2]1[CH:13]2[C:14]3[N:6]([CH:7]=[CH:8][C:9]=3[CH2:10][CH2:11][C@@H:12]2[NH:15][C:16](=[O:19])[O:17][CH3:18])[CH2:5][C@@H:4]([C:20]2[NH:21][C:22]([C:25]3[CH:30]=[CH:29][C:28]([C:31]4[CH:40]=[N:39][C:38]5[C:33](=[CH:34][CH:35]=[C:36](B6OC(C)(C)C(C)(C)O6)[CH:37]=5)[N:32]=4)=[CH:27][CH:26]=3)=[CH:23][N:24]=2)[CH2:3]1.I[C:51]1[N:55]([CH2:56][O:57][CH2:58][CH2:59][Si:60]([CH3:63])([CH3:62])[CH3:61])[C:54]([C@@H:64]2[CH2:68][CH2:67][CH2:66][N:65]2[C:69]([O:71][C:72]([CH3:75])([CH3:74])[CH3:73])=[O:70])=[N:53][CH:52]=1.C(=O)([O-])[O-].[Cs+].[Cs+], predict the reaction product. The product is: [CH3:18][O:17][C:16]([NH:15][C@@H:12]1[CH:13]2[C:2](=[O:1])[CH2:3][C@H:4]([C:20]3[NH:21][C:22]([C:25]4[CH:26]=[CH:27][C:28]([C:31]5[CH:40]=[N:39][C:38]6[C:33](=[CH:34][CH:35]=[C:36]([C:51]7[N:55]([CH2:56][O:57][CH2:58][CH2:59][Si:60]([CH3:63])([CH3:62])[CH3:61])[C:54]([C@@H:64]8[CH2:68][CH2:67][CH2:66][N:65]8[C:69]([O:71][C:72]([CH3:75])([CH3:74])[CH3:73])=[O:70])=[N:53][CH:52]=7)[CH:37]=6)[N:32]=5)=[CH:29][CH:30]=4)=[CH:23][N:24]=3)[CH2:5][N:6]3[C:14]2=[C:9]([CH:8]=[CH:7]3)[CH2:10][CH2:11]1)=[O:19]. (4) Given the reactants [CH3:1][O:2][C:3]1[N:8]=[CH:7][C:6]([C:9]2[CH:10]=[C:11]3[C:16](=[CH:17][CH:18]=2)[N:15]=[CH:14][N:13]=[C:12]3[C:19]2[CH:20]=[C:21]([C:25]([N:27]3[CH2:32][CH2:31][NH:30][CH2:29][C@@H:28]3[CH3:33])=[O:26])[CH:22]=[CH:23][CH:24]=2)=[CH:5][CH:4]=1.C=O.[BH3-][C:37]#N.[Na+], predict the reaction product. The product is: [CH3:33][C@H:28]1[CH2:29][N:30]([CH3:37])[CH2:31][CH2:32][N:27]1[C:25]([C:21]1[CH:22]=[CH:23][CH:24]=[C:19]([C:12]2[C:11]3[C:16](=[CH:17][CH:18]=[C:9]([C:6]4[CH:7]=[N:8][C:3]([O:2][CH3:1])=[CH:4][CH:5]=4)[CH:10]=3)[N:15]=[CH:14][N:13]=2)[CH:20]=1)=[O:26]. (5) The product is: [CH3:1][C:2]([Si:5]([CH3:30])([CH3:29])[O:6][CH2:7][C@@H:8]([O:10][C:11]1[CH:12]=[C:13]([CH:18]=[C:19]([O:21][CH2:22][C:23]2[CH:24]=[CH:25][CH:26]=[CH:27][CH:28]=2)[CH:20]=1)[C:14]([OH:16])=[O:15])[CH3:9])([CH3:3])[CH3:4]. Given the reactants [CH3:1][C:2]([Si:5]([CH3:30])([CH3:29])[O:6][CH2:7][C@@H:8]([O:10][C:11]1[CH:12]=[C:13]([CH:18]=[C:19]([O:21][CH2:22][C:23]2[CH:28]=[CH:27][CH:26]=[CH:25][CH:24]=2)[CH:20]=1)[C:14]([O:16]C)=[O:15])[CH3:9])([CH3:4])[CH3:3].O.O.[OH-].[Li+].C(O)(=O)CC(CC(O)=O)(C(O)=O)O, predict the reaction product. (6) Given the reactants [CH3:1][C@@H:2]1[CH2:7][NH:6][CH2:5][CH2:4][NH:3]1.Cl[CH:9]([C:20]1[CH:25]=[CH:24][CH:23]=[CH:22][CH:21]=1)[C:10]1[CH:15]=[CH:14][CH:13]=[C:12]([C:16]([F:19])([F:18])[F:17])[CH:11]=1, predict the reaction product. The product is: [CH3:1][C@H:2]1[NH:3][CH2:4][CH2:5][N:6]([CH:9]([C:20]2[CH:25]=[CH:24][CH:23]=[CH:22][CH:21]=2)[C:10]2[CH:15]=[CH:14][CH:13]=[C:12]([C:16]([F:19])([F:18])[F:17])[CH:11]=2)[CH2:7]1. (7) Given the reactants [Si]([O:8][CH:9]1[CH2:26][N:12]2[C:13](=[O:25])[N:14]([C:17]3[CH:22]=[C:21]([Cl:23])[CH:20]=[C:19]([Cl:24])[CH:18]=3)[C:15](=[O:16])[N:11]2[CH2:10]1)(C(C)(C)C)(C)C, predict the reaction product. The product is: [Cl:23][C:21]1[CH:22]=[C:17]([N:14]2[C:15](=[O:16])[N:11]3[CH2:10][CH:9]([OH:8])[CH2:26][N:12]3[C:13]2=[O:25])[CH:18]=[C:19]([Cl:24])[CH:20]=1.